Dataset: CYP2C9 inhibition data for predicting drug metabolism from PubChem BioAssay. Task: Regression/Classification. Given a drug SMILES string, predict its absorption, distribution, metabolism, or excretion properties. Task type varies by dataset: regression for continuous measurements (e.g., permeability, clearance, half-life) or binary classification for categorical outcomes (e.g., BBB penetration, CYP inhibition). Dataset: cyp2c9_veith. (1) The molecule is CCNc1ncc2nc(-c3ccccc3)c(=O)n(-c3ccc(OC)cc3)c2n1. The result is 0 (non-inhibitor). (2) The molecule is c1ccc2c(N3CCNCC3)nc(-c3ccc4c(c3)OCO4)nc2c1. The result is 0 (non-inhibitor).